Dataset: Experimentally validated miRNA-target interactions with 360,000+ pairs, plus equal number of negative samples. Task: Binary Classification. Given a miRNA mature sequence and a target amino acid sequence, predict their likelihood of interaction. (1) The miRNA is mmu-miR-25-3p with sequence CAUUGCACUUGUCUCGGUCUGA. The protein sequence of the target gene is MKTALILLSILGMACAFSMKNLHRRVKIEDSEENGVFKYRPRYYLYKHAYFYPHLKRFPVQGSSDSSEENGDDSSEEEEEEEETSNEGENNEESNEDEDSEAENTTLSATTLGYGEDATPGTGYTGLAAIQLPKKAGDITNKATKEKESDEEEEEEEEGNENEESEAEVDENEQGINGTSTNSTEAENGNGSSGGDNGEEGEEESVTGANAEDTTETGRQGKGTSKTTTSPNGGFEPTTPPQVYRTTSPPFGKTTTVEYEGEYEYTGANEYDNGYEIYESENGEPRGDNYRAYEDEYSYF.... Result: 0 (no interaction). (2) The miRNA is gga-miR-146b-3p with sequence CCCUAUGGAUUCAGUUCUGC. The protein sequence of the target gene is MKAPIPHLILLYATFTQSLKVVTKRGSADGCTDWSIDIKKYQVLVGEPVRIKCALFYGYIRTNYSLAQSAGLSLMWYKSSGPGDFEEPIAFDGSRMSKEEDSIWFRPTLLQDSGLYACVIRNSTYCMKVSISLTVGENDTGLCYNSKMKYFEKAELSKSKEISCRDIEDFLLPTREPEILWYKECRTKTWRPSIVFKRDTLLIREVREDDIGNYTCELKYGGFVVRRTTELTVTAPLTDKPPKLLYPMESKLTIQETQLGDSANLTCRAFFGYSGDVSPLIYWMKGEKFIEDLDENRVWE.... Result: 0 (no interaction). (3) The miRNA is hsa-miR-4783-5p with sequence GGCGCGCCCAGCUCCCGGGCU. The protein sequence of the target gene is MNGDDAFVRRPRVGSQIPEKMQKAFDDIAKYFSEKEWEKMKASEKIIYVYMKRKYEAMTKLGFKATLPPFMRNKRVADFQGNDFDNDPNRGNQVEHPQMTFGRLQGIFPKITPEKPAEEGNDSKGVPEASGPQNNGKQLRPSGKLNTSEKVNKTSGPKRGKHAWTHRVRERKQLVIYEEISDPQEDDE. Result: 1 (interaction). (4) The miRNA is hsa-miR-4800-5p with sequence AGUGGACCGAGGAAGGAAGGA. The protein sequence of the target gene is MSCLDVMYQVYGPPQPYFAAAYTPYHQKLAYYSKMQEAQECNASPSSSGSGSSSFSSQTPASIKEEEGSPEKERPPEAEYINSRCVLFTYFQGDISSVVDEHFSRALSQPSSYSPSCTSSKAPRSSGPWRDCSFPMSQRSFPASFWNSAYQAPVPPPLGSPLATAHSELPFAAADPYSPAALHGHLHQGATEPWHHAHPHHAHPHHPYALGGALGAQAAPYPRPAAVHEVYAPHFDPRYGPLLMPAASGRPARLATAPAPAPGSPPCELSGKGEPAGAAWAGPGGPFASPSGDVAQGLGL.... Result: 0 (no interaction). (5) The miRNA is hsa-miR-4732-3p with sequence GCCCUGACCUGUCCUGUUCUG. The protein sequence of the target gene is MGLCLRWRRLGFPLPEFRRCELHTVREASAPTPPHWLAERFGLFEELWTAHVKKLASMTQKKARAIKISLPEGQKVDAVAWNTTPYQLAHQISVTLADTAVAAEVNGELYDLDRPLETDCHLRFLTFDSPEGKAVFWHSSAHVLGAAAEQQLGAVLCRGPSTESGFYHDFFLGKERTVRSAELPILERICQELIAAAQPFRRLEASRDQLRQLFKDNHFKLHLIEEKVTGPTATVYGCGMSVDLCRGPHLRHTGQIGALKLLTNSSALWRSLGAPETLQRVSGISFPKVELLRNWEARRE.... Result: 0 (no interaction). (6) The miRNA is ath-miR167b with sequence UGAAGCUGCCAGCAUGAUCUA. The protein sequence of the target gene is MEQRRPWPRALEVDSRSVVLLSVVWVLLAPPAAGMPQFSTFHSENRDWTFNHLTVHQGTGAVYVGAINRVYKLTGNLTIQVAHKTGPEEDNKSCYPPLIVQPCSEVLTLTNNVNKLLIIDYSENRLLACGSLYQGVCKLLRLDDLFILVEPSHKKEHYLSSVNKTGTMYGVIVRSEGEDGKLFIGTAVDGKQDYFPTLSSRKLPRDPESSAMLDYELHSDFVSSLIKIPSDTLALVSHFDIFYIYGFASGGFVYFLTVQPETPEGVAINSAGDLFYTSRIVRLCKDDPKFHSYVSLPFGC.... Result: 0 (no interaction).